Dataset: Experimentally validated miRNA-target interactions with 360,000+ pairs, plus equal number of negative samples. Task: Binary Classification. Given a miRNA mature sequence and a target amino acid sequence, predict their likelihood of interaction. (1) The miRNA is hsa-miR-4666b with sequence UUGCAUGUCAGAUUGUAAUUCCC. The protein sequence of the target gene is MNIMNTEQSQNTIVSRIKAFEGQTNTEIPGLPKKPEIIPRTIPPKPAVSSGKPLVAPKPAANRASGEWDTWAENRLKVTSREGLTPYSSPQEAGITPVTKPELPKKPTPGLTRSVNHETSGGRPMAESPDTGKKIPTPAPRPLLPKKSASTDAPPYPSIPPKLVSAPPRLSVASQAKAFRSLGEGLPSNPPVPAPQSKALGDIDLISFDDDVLPTSGSPAEEPTGSETVLDPFQLPTKTEATKERAVQPAPTRKPTVIRIPAKPGKCLHEEPQSPPPLPAEKPVGNTHSAVSGRPSHSDR.... Result: 0 (no interaction). (2) The miRNA is hsa-miR-1294 with sequence UGUGAGGUUGGCAUUGUUGUCU. The protein sequence of the target gene is MGSSHLLNKGLPLGVRPPIMNGPLHPRPLVALLDGRDCTVEMPILKDVATVAFCDAQSTQEIHEKVLNEAVGALMYHTITLTREDLEKFKALRIIVRIGSGFDNIDIKSAGDLGIAVCNVPAASVEETADSTLCHILNLYRRATWLHQALREGTRVQSVEQIREVASGAARIRGETLGIIGLGRVGQAVALRAKAFGFNVLFYDPYLSDGVERALGLQRVSTLQDLLFHSDCVTLHCGLNEHNHHLINDFTVKQMRQGAFLVNTARGGLVDEKALAQALKEGRIRGAALDVHESEPFSFS.... Result: 0 (no interaction). (3) The miRNA is hsa-miR-6895-5p with sequence CAGGGCCAGGCACAGAGUAAG. The protein sequence of the target gene is MAGVSYAAPWWVSLLHRLPHFDLSWEATSSQFRPEDTDYQQALLLLGAAALACLALDLLFLLFYSFWLCCRRRKSEEHLDADCCCTAWCVIIATLVCSAGIAVGFYGNGETSDGIHRATYSLRHANRTVAGVQDRVWDTAVGLNHTAEPSLQTLERQLAGRPEPLRAVQRLQGLLETLLGYTAAIPFWRNTAVSLEVLAEQVDLYDWYRWLGYLGLLLLDVIICLLVLVGLIRSSKGILVGVCLLGVLALVISWGALGLELAVSVGSSDFCVDPDAYVTKMVEEYSVLSGDILQYYLACS.... Result: 1 (interaction). (4) The miRNA is hsa-miR-5582-5p with sequence UAGGCACACUUAAAGUUAUAGC. The protein sequence of the target gene is MAALAYNLGKREINHYFSVRSAKVLALVAVLLLAACHLASRRYRGNDSCEYLLSSGRFLGEKVWQPHSCMMHKYKISEAKNCLVDKHIAFIGDSRIRQLFYSFVKIINPQFKEEGNKHENIPFEDKTASVKVDFLWHPEVNGSMKQCIKVWTEDSIAKPHVIVAGAATWSIKIHNGSSEALSQYKMNITSIAPLLEKLAKTSDVYWVLQDPVYEDLLSENRKMITNEKIDAYNEAAVSILNSSTRNSKSNVKMFSVSKLIAQETIMESLDGLHLPESSRETTAMILMNVYCNKILKPVDG.... Result: 0 (no interaction). (5) The miRNA is hsa-miR-345-3p with sequence GCCCUGAACGAGGGGUCUGGAG. The protein sequence of the target gene is MPKRKVSSAEGAAKEEPKRRSARLSAKPPAKVEAKPKKAAAKDKSSDKKVQTKGKRGAKGKQAEVANQETKEDLPAENGETKTEESPASDEAGEKEAKSD. Result: 0 (no interaction). (6) The miRNA is hsa-miR-335-5p with sequence UCAAGAGCAAUAACGAAAAAUGU. The protein sequence of the target gene is MASTVSPSTIAETPEPPPLSDHIRNAADISVIVIYFLVVMAVGLWAMLKTNRGTIGGFFLAGRDMAWWPMGASLFASNIGSNHYVGLAGTGAASGVATVTFEWTSSVMLLILGWIFVPIYIKSGVMTMPEYLKKRFGGERLQVYLSILSLFICVVLLISADIFAGAIFIKLALGLDLYLAIFILLAMTAVYTTTGGLASVIYTDTLQTIIMLIGSFILMGFAFNEVGGYESFTEKYVNATPSVVEGDNLTISASCYTPRADSFHIFRDAVTGDIPWPGIIFGMPITALWYWCTNQVIVQR.... Result: 1 (interaction). (7) The miRNA is hsa-miR-6715b-3p with sequence CUCAAACCGGCUGUGCCUGUGG. The protein sequence of the target gene is MTTTRYRPTWDLALDPLVSCKLCLGEYPVEQMTTIAQCQCIFCTLCLKQYVELLIKEGLETAISCPDAACPKQGHLQENEIECMVAAEIMQRYKKLQFEREVLFDPCRTWCPASTCQAVCQLQDVGLQTPQPVQCKACRMEFCSTCKASWHPGQGCPETMPITFLPGETSAAFKMEEDDAPIKRCPKCKVYIERDEGCAQMMCKNCKHAFCWYCLESLDDDFLLIHYDKGPCRNKLGHSRASVIWHRTQVVGIFAGFGLLLLVASPFLLLATPFVLCCKCKCSKGDDDPLPT. Result: 0 (no interaction). (8) The miRNA is hsa-miR-3658 with sequence UUUAAGAAAACACCAUGGAGAU. The protein sequence of the target gene is MASPRTRKVLKEVRVQDENNVCFECGAFNPQWVSVTYGIWICLECSGRHRGLGVHLSFVRSVTMDKWKDIELEKMKAGGNAKFREFLESQEDYDPCWSLQEKYNSRAAALFRDKVVALAEGREWSLESSPAQNWTPPQPRTLPSMVHRVSGQPQSVTASSDKAFEDWLNDDLGSYQGAQGNRYVGFGNTPPPQKKEDDFLNNAMSSLYSGWSSFTTGASRFASAAKEGATKFGSQASQKASELGHSLNENVLKPAQEKVKEGKIFDDVSSGVSQLASKVQGVGSKGWRDVTTFFSGKAEG.... Result: 0 (no interaction). (9) The miRNA is mmu-miR-466g with sequence AUACAGACACAUGCACACACA. The protein sequence of the target gene is MAAGQNGHEEWVGSAYLFLESAVDKVILSEAYTDPKKKVAIYKALQTALSESGDSSDVLQILKIHCSDPQLIVQLRFCGRVLCGRFLQAYREGALRTALQRCMAPALAQEALRLQLELRAGAEQLDSWLTDEERCLNYILAQKPDRLRDEELAELEDELCKLTCDCTGQGGAIQVASAGSKFPVSSPTEEKPLPAACQTFLFHGQLVVNRPLTLQDQQTFARSVGLKWRRVGRSLQRNCRALRDPALDSLAYEYERDGLYEQAFQLLRRFMQAEGRRATLQRLVEALEENELTSLAEDLL.... Result: 0 (no interaction). (10) The miRNA is mmu-miR-466i-5p with sequence UGUGUGUGUGUGUGUGUGUG. The protein sequence of the target gene is MSPPGSAAGESAGGGGGGGGSGVPEEPMASADEGPAREEQRPIQPSFTKSLCRESHWKCLLLSLLMYGCLGAVAWCHVTTVTRLTFSSAYQGNSLMYHDSPCSNGYVYIPLAFLLMLYAVYLVECWHCQARHELQHRVDVSSVQERVGRMQQATPCIWWKAISYHYVRRTRQVTRYRNGDAYTTTQVYHERVNTHVAEAEFDYARCGVRDVSKTLVGLEGAPATRLRFTKCFSFASVEAENAYLCQRARFFAENEGLDDYMEAREGMHLKNVDFREFMVAFPDPARPPWYACSSAFWAAA.... Result: 1 (interaction).